This data is from Forward reaction prediction with 1.9M reactions from USPTO patents (1976-2016). The task is: Predict the product of the given reaction. Given the reactants Cl[C:2]1[N:7]=[C:6]([NH:8][C:9]2[CH:14]=[CH:13][CH:12]=[CH:11][C:10]=2[NH:15][S:16]([CH2:19][CH3:20])(=[O:18])=[O:17])[C:5]([Cl:21])=[CH:4][N:3]=1.[NH2:22][C:23]1[CH:24]=[C:25]([CH:29]=[CH:30][C:31]=1[O:32][CH3:33])[C:26]([OH:28])=[O:27], predict the reaction product. The product is: [Cl:21][C:5]1[C:6]([NH:8][C:9]2[CH:14]=[CH:13][CH:12]=[CH:11][C:10]=2[NH:15][S:16]([CH2:19][CH3:20])(=[O:18])=[O:17])=[N:7][C:2]([NH:22][C:23]2[CH:24]=[C:25]([CH:29]=[CH:30][C:31]=2[O:32][CH3:33])[C:26]([OH:28])=[O:27])=[N:3][CH:4]=1.